This data is from Catalyst prediction with 721,799 reactions and 888 catalyst types from USPTO. The task is: Predict which catalyst facilitates the given reaction. (1) Reactant: CC(C)([O-])C.[K+].C1(C)C=CC(S([CH2:16][N+:17]#[C-:18])(=O)=O)=CC=1.[C:20]([O:25][CH3:26])(=[O:24])/[CH:21]=[CH:22]/[CH3:23]. Product: [CH3:23][C:22]1[C:21]([C:20]([O:25][CH3:26])=[O:24])=[CH:16][NH:17][CH:18]=1. The catalyst class is: 7. (2) Reactant: C([N:4]1[C:12]2[C:7](=[CH:8][CH:9]=[CH:10][CH:11]=2)[C:6]([CH3:14])([CH3:13])[CH2:5]1)(=O)C.Cl. Product: [CH3:13][C:6]1([CH3:14])[C:7]2[C:12](=[CH:11][CH:10]=[CH:9][CH:8]=2)[NH:4][CH2:5]1. The catalyst class is: 5.